The task is: Predict the reactants needed to synthesize the given product.. This data is from Full USPTO retrosynthesis dataset with 1.9M reactions from patents (1976-2016). (1) Given the product [CH2:1]([O:3][C:4](=[O:20])[CH:5]([O:17][CH2:18][CH3:19])[CH2:6][C:7]1[C:15]2[O:14][CH2:13][CH2:12][C:11]=2[C:10]([O:16][CH2:22][C:23]2[N:24]=[C:25]([C:29]3[CH:34]=[CH:33][CH:32]=[CH:31][CH:30]=3)[O:26][C:27]=2[CH3:28])=[CH:9][CH:8]=1)[CH3:2], predict the reactants needed to synthesize it. The reactants are: [CH2:1]([O:3][C:4](=[O:20])[CH:5]([O:17][CH2:18][CH3:19])[CH2:6][C:7]1[C:15]2[O:14][CH2:13][CH2:12][C:11]=2[C:10]([OH:16])=[CH:9][CH:8]=1)[CH3:2].Cl[CH2:22][C:23]1[N:24]=[C:25]([C:29]2[CH:34]=[CH:33][CH:32]=[CH:31][CH:30]=2)[O:26][C:27]=1[CH3:28].C(=O)([O-])[O-].[K+].[K+].[I-].[K+]. (2) Given the product [NH2:8][C:12]1[C:11]([O:30][CH:24]2[CH2:17][CH2:26]2)=[CH:16][CH:15]=[CH:14][C:13]=1[C:34]([N:32]([O:4][CH3:5])[CH3:31])=[O:35], predict the reactants needed to synthesize it. The reactants are: Cl.CN[O:4][CH3:5].O.O[N:8]1[C:12]2[CH:13]=[CH:14][CH:15]=[CH:16][C:11]=2N=N1.[CH2:17](N(CC)CC)C.[C:24]([OH:30])([C:26](F)(F)F)=O.[CH3:31][N:32]([CH:34]=[O:35])C. (3) Given the product [Cl:22][C:13]1[O:14][C:10]([C:7]2[CH:8]=[CH:9][C:4]([O:3][C:2]([F:1])([F:15])[F:16])=[CH:5][CH:6]=2)=[CH:11][N:12]=1, predict the reactants needed to synthesize it. The reactants are: [F:1][C:2]([F:16])([F:15])[O:3][C:4]1[CH:9]=[CH:8][C:7]([C:10]2[O:14][CH:13]=[N:12][CH:11]=2)=[CH:6][CH:5]=1.[Li]CCCC.[Cl:22]C(Cl)(Cl)C(Cl)(Cl)Cl. (4) Given the product [F:1][C:2]1[CH:7]=[CH:6][C:5]([C:8]2[CH:13]=[CH:12][CH:11]=[CH:10][C:9]=2[CH2:14][NH:26][C@@H:16]2[C:25]3[C:20](=[CH:21][CH:22]=[CH:23][CH:24]=3)[CH2:19][CH2:18][CH2:17]2)=[CH:4][CH:3]=1, predict the reactants needed to synthesize it. The reactants are: [F:1][C:2]1[CH:7]=[CH:6][C:5]([C:8]2[C:9]([CH:14]=O)=[CH:10][CH:11]=[CH:12][CH:13]=2)=[CH:4][CH:3]=1.[C@@H:16]1([NH2:26])[C:25]2[C:20](=[CH:21][CH:22]=[CH:23][CH:24]=2)[CH2:19][CH2:18][CH2:17]1. (5) Given the product [O:13]=[C:12]([CH:14]=[CH:1][CH:2]=[CH:3][C:4]1[CH:9]=[CH:8][CH:7]=[CH:6][CH:5]=1)[C:11]([O-:16])=[O:15].[K+:18], predict the reactants needed to synthesize it. The reactants are: [CH:1](=O)/[CH:2]=[CH:3]/[C:4]1[CH:9]=[CH:8][CH:7]=[CH:6][CH:5]=1.[C:11]([OH:16])(=[O:15])[C:12]([CH3:14])=[O:13].[OH-].[K+:18]. (6) Given the product [F:11][C:12]1[CH:17]=[CH:16][C:15]([C:2]2[C:10]3[S:9][CH:8]=[N:7][C:6]=3[CH:5]=[CH:4][CH:3]=2)=[CH:14][CH:13]=1, predict the reactants needed to synthesize it. The reactants are: Br[C:2]1[C:10]2[S:9][CH:8]=[N:7][C:6]=2[CH:5]=[CH:4][CH:3]=1.[F:11][C:12]1[CH:17]=[CH:16][C:15](B(O)O)=[CH:14][CH:13]=1.